Dataset: Forward reaction prediction with 1.9M reactions from USPTO patents (1976-2016). Task: Predict the product of the given reaction. Given the reactants [H-].[Na+].[I-].[CH3:4][S+](C)C.[Cl:8][C:9]1[CH:28]=[CH:27][C:12]([O:13][C:14]2[CH:19]=[CH:18][C:17]([C:20](=[O:22])[CH3:21])=[C:16]([C:23]([F:26])([F:25])[F:24])[CH:15]=2)=[CH:11][CH:10]=1, predict the reaction product. The product is: [Cl:8][C:9]1[CH:10]=[CH:11][C:12]([O:13][C:14]2[CH:19]=[CH:18][C:17]([C:20]3([CH3:4])[CH2:21][O:22]3)=[C:16]([C:23]([F:24])([F:25])[F:26])[CH:15]=2)=[CH:27][CH:28]=1.